This data is from Reaction yield outcomes from USPTO patents with 853,638 reactions. The task is: Predict the reaction yield, written as a fraction of the theoretical maximum amount of product (1.0 means a 100% yield; for example, 0.34 means a 34% yield). (1) The reactants are [NH2:1][C@H:2]([C:8]([OH:10])=[O:9])[CH2:3][S:4](=[O:7])([OH:6])=[O:5].S(Cl)([Cl:13])=O.[CH3:15]O. No catalyst specified. The product is [ClH:13].[CH3:15][O:9][C:8](=[O:10])[C@H:2]([CH2:3][S:4](=[O:6])([OH:7])=[O:5])[NH2:1]. The yield is 0.750. (2) The reactants are [CH3:1][O:2][C:3]([C:5]1([C:12]#[N:13])[CH2:7][CH:6]1[CH2:8][CH:9]([CH3:11])[CH3:10])=[O:4].[BH4-].[Na+].[C:16]([O:20][C:21](O[C:21]([O:20][C:16]([CH3:19])([CH3:18])[CH3:17])=[O:22])=[O:22])([CH3:19])([CH3:18])[CH3:17]. The catalyst is CO.ClCCl. The product is [CH3:1][O:2][C:3]([C:5]1([CH2:12][NH:13][C:21]([O:20][C:16]([CH3:19])([CH3:18])[CH3:17])=[O:22])[CH2:7][CH:6]1[CH2:8][CH:9]([CH3:11])[CH3:10])=[O:4]. The yield is 0.780. (3) The reactants are CC[N:3]([CH:7]([CH3:9])C)[CH:4]([CH3:6])C.[Br:10][C:11]1[C:12](Cl)=[C:13]([C:19](=[O:26])[C:20]([O:22][CH:23]([CH3:25])[CH3:24])=[O:21])[C:14]([CH3:18])=[N:15][C:16]=1[CH3:17]. The catalyst is CC#N.CCOCC. The product is [Br:10][C:11]1[C:12]([N:3]2[CH2:4][CH2:6][C:13]([C:14]#[N:15])([CH3:12])[CH2:9][CH2:7]2)=[C:13]([C:19](=[O:26])[C:20]([O:22][CH:23]([CH3:25])[CH3:24])=[O:21])[C:14]([CH3:18])=[N:15][C:16]=1[CH3:17]. The yield is 0.380. (4) The reactants are [N:1]1[CH:6]=[CH:5][CH:4]=[CH:3][C:2]=1[C:7]1[N:11]=[C:10]([C:12]2[CH:17]=[C:16]([O:18][CH3:19])[CH:15]=[CH:14][C:13]=2Br)[O:9][N:8]=1.O.[CH3:22][N:23](C)C=O. The catalyst is [C-]#N.[Zn+2].[C-]#N.C1C=CC([P]([Pd]([P](C2C=CC=CC=2)(C2C=CC=CC=2)C2C=CC=CC=2)([P](C2C=CC=CC=2)(C2C=CC=CC=2)C2C=CC=CC=2)[P](C2C=CC=CC=2)(C2C=CC=CC=2)C2C=CC=CC=2)(C2C=CC=CC=2)C2C=CC=CC=2)=CC=1. The product is [N:1]1[CH:6]=[CH:5][CH:4]=[CH:3][C:2]=1[C:7]1[N:11]=[C:10]([C:12]2[CH:17]=[C:16]([O:18][CH3:19])[CH:15]=[CH:14][C:13]=2[C:22]#[N:23])[O:9][N:8]=1. The yield is 0.0400. (5) The reactants are [Cl:1][C:2]1[CH:3]=[N:4][CH:5]=[C:6]([O:8][CH2:9][C:10]2[CH:15]=[CH:14][CH:13]=[C:12]([Cl:16])[CH:11]=2)[N:7]=1.ClC1C=CC=C(C(OO)=[O:25])C=1. The catalyst is C(Cl)(Cl)Cl. The product is [Cl:1][C:2]1[CH:3]=[N+:4]([O-:25])[CH:5]=[C:6]([O:8][CH2:9][C:10]2[CH:15]=[CH:14][CH:13]=[C:12]([Cl:16])[CH:11]=2)[N:7]=1. The yield is 0.870. (6) The yield is 0.970. The reactants are C[O:2][C:3](=[O:15])[C:4]([C:7]1[CH:12]=[C:11]([Cl:13])[CH:10]=[C:9]([Cl:14])[CH:8]=1)([CH3:6])[CH3:5].O. The product is [Cl:13][C:11]1[CH:12]=[C:7]([C:4]([CH3:6])([CH3:5])[C:3]([OH:15])=[O:2])[CH:8]=[C:9]([Cl:14])[CH:10]=1. The catalyst is C(O)C. (7) The reactants are [NH2:1][C@@H:2]([CH2:33][C:34]1[CH:39]=[CH:38][CH:37]=[CH:36][CH:35]=1)[C@@H:3]([OH:32])[CH2:4][C@@H:5]([NH:19][C:20]([C@@H:22]([NH:27][C:28](=[O:31])[O:29][CH3:30])[C:23]([CH3:26])([CH3:25])[CH3:24])=[O:21])[CH2:6][C:7]1[CH:12]=[CH:11][C:10]([C:13]2[CH:18]=[CH:17][CH:16]=[CH:15][N:14]=2)=[CH:9][CH:8]=1.[OH:40][C@@H:41]([C:45]([CH3:48])([CH3:47])[CH3:46])[C:42](O)=[O:43].CCOP(ON1N=NC2C=CC=CC=2C1=O)(OCC)=O.C(N(CC)C(C)C)(C)C. The catalyst is O1CCCC1. The product is [OH:32][C@H:3]([C@@H:2]([NH:1][C:42](=[O:43])[C@@H:41]([OH:40])[C:45]([CH3:48])([CH3:47])[CH3:46])[CH2:33][C:34]1[CH:35]=[CH:36][CH:37]=[CH:38][CH:39]=1)[CH2:4][C@@H:5]([NH:19][C:20]([C@@H:22]([NH:27][C:28](=[O:31])[O:29][CH3:30])[C:23]([CH3:26])([CH3:25])[CH3:24])=[O:21])[CH2:6][C:7]1[CH:12]=[CH:11][C:10]([C:13]2[CH:18]=[CH:17][CH:16]=[CH:15][N:14]=2)=[CH:9][CH:8]=1. The yield is 0.210.